From a dataset of Full USPTO retrosynthesis dataset with 1.9M reactions from patents (1976-2016). Predict the reactants needed to synthesize the given product. (1) Given the product [Br-:35].[F:17][C:14]1[CH:15]=[CH:16][C:11]([C:9]([C:18]2[CH:19]=[CH:20][C:21]([F:24])=[CH:22][CH:23]=2)([OH:10])[C:4]23[CH2:5][CH2:6][N+:1]([CH2:34][CH2:33][O:32][CH2:31][C:25]4[CH:30]=[CH:29][CH:28]=[CH:27][CH:26]=4)([CH2:2][CH2:3]2)[CH2:8][CH2:7]3)=[CH:12][CH:13]=1, predict the reactants needed to synthesize it. The reactants are: [N:1]12[CH2:8][CH2:7][C:4]([C:9]([C:18]3[CH:23]=[CH:22][C:21]([F:24])=[CH:20][CH:19]=3)([C:11]3[CH:16]=[CH:15][C:14]([F:17])=[CH:13][CH:12]=3)[OH:10])([CH2:5][CH2:6]1)[CH2:3][CH2:2]2.[C:25]1([CH2:31][O:32][CH2:33][CH2:34][Br:35])[CH:30]=[CH:29][CH:28]=[CH:27][CH:26]=1. (2) The reactants are: C([O:3][C:4](=[O:22])[C@@H:5]([O:20][CH3:21])[CH2:6][C:7]1[CH:12]=[CH:11][C:10]([O:13][C:14]([C:17]([OH:19])=O)([CH3:16])[CH3:15])=[CH:9][CH:8]=1)C.[F:23][C:24]([F:35])([F:34])[C:25]1[CH:26]=[C:27]([CH2:31][CH2:32][NH2:33])[CH:28]=[CH:29][CH:30]=1.C(O[C@@H](CC1C=CC(O[C@@H](C(=O)NCCC2C=CC(OC3C=CC=CC=3)=CC=2)C)=CC=1)C(O)=O)C. Given the product [CH3:21][O:20][CH:5]([CH2:6][C:7]1[CH:8]=[CH:9][C:10]([O:13][C:14]([CH3:15])([C:17](=[O:19])[NH:33][CH2:32][CH2:31][C:27]2[CH:28]=[CH:29][CH:30]=[C:25]([C:24]([F:23])([F:34])[F:35])[CH:26]=2)[CH3:16])=[CH:11][CH:12]=1)[C:4]([OH:3])=[O:22], predict the reactants needed to synthesize it. (3) Given the product [CH3:14][CH:3]1[C:4]2[C:9](=[CH:8][CH:7]=[CH:6][CH:5]=2)[N:1]([CH:10]=[O:12])[CH2:2]1, predict the reactants needed to synthesize it. The reactants are: [NH:1]1[C:9]2[C:4](=[CH:5][CH:6]=[CH:7][CH:8]=2)[CH2:3][CH2:2]1.[CH:10]([OH:12])=O.O.[C:14]1(C)C=CC=CC=1. (4) Given the product [CH:18]1([CH2:17][CH:8]([C:5]2[CH:4]=[CH:3][C:2]([NH:1][S:25]([C:24]([F:30])([F:29])[F:23])(=[O:27])=[O:26])=[CH:7][CH:6]=2)[C:9]([NH:11][C:12]2[S:13][CH:14]=[CH:15][N:16]=2)=[O:10])[CH2:22][CH2:21][CH2:20][CH2:19]1, predict the reactants needed to synthesize it. The reactants are: [NH2:1][C:2]1[CH:7]=[CH:6][C:5]([CH:8]([CH2:17][CH:18]2[CH2:22][CH2:21][CH2:20][CH2:19]2)[C:9]([NH:11][C:12]2[S:13][CH:14]=[CH:15][N:16]=2)=[O:10])=[CH:4][CH:3]=1.[F:23][C:24]([F:30])([F:29])[S:25](Cl)(=[O:27])=[O:26]. (5) Given the product [NH:3]1[C:4]2[CH:9]=[CH:8][CH:7]=[CH:6][C:5]=2[N:1]=[C:2]1[C:10]1[N:11]=[C:12]([NH:34][C:33]2[CH:35]=[CH:36][C:37]([O:38][CH3:39])=[C:31]([O:30][CH3:29])[CH:32]=2)[C:13]2[NH:18][N:17]=[CH:16][C:14]=2[N:15]=1, predict the reactants needed to synthesize it. The reactants are: [NH:1]1[C:5]2[CH:6]=[CH:7][CH:8]=[CH:9][C:4]=2[N:3]=[C:2]1[C:10]1[N:11]=[C:12](Cl)[C:13]2[C:14](=[CH:16][N:17](CC3C=CC(OC)=CC=3)[N:18]=2)[N:15]=1.[CH3:29][O:30][C:31]1[CH:32]=[C:33]([CH:35]=[CH:36][C:37]=1[O:38][CH3:39])[NH2:34].Cl. (6) Given the product [Br:1][C:2]1[CH:7]=[CH:6][C:5]([N:8]2[C:17]3[C:12](=[CH:13][C:14]([S:18]([NH:41][C:38]4[CH:39]=[CH:40][O:36][N:37]=4)(=[O:20])=[O:19])=[CH:15][CH:16]=3)[CH:11]=[CH:10][C:9]2=[O:33])=[C:4]([O:34][CH3:35])[CH:3]=1, predict the reactants needed to synthesize it. The reactants are: [Br:1][C:2]1[CH:7]=[CH:6][C:5]([N:8]2[C:17]3[C:12](=[CH:13][C:14]([S:18](OC4C(F)=C(F)C(F)=C(F)C=4F)(=[O:20])=[O:19])=[CH:15][CH:16]=3)[CH:11]=[CH:10][C:9]2=[O:33])=[C:4]([O:34][CH3:35])[CH:3]=1.[O:36]1[CH:40]=[CH:39][C:38]([NH2:41])=[N:37]1.C1COCC1.C[Si]([N-][Si](C)(C)C)(C)C.[Li+]. (7) Given the product [NH2:3][C@H:4]1[C:8]2([CH2:10][CH2:9]2)[CH2:7][N:6]([C:31]2[C:30]([O:33][CH3:34])=[C:29]3[C:24]([C:25](=[O:42])[C:26]([C:39]([OH:41])=[O:40])=[CH:27][N:28]3[C@@H:35]3[CH2:37][C@@H:36]3[F:38])=[CH:23][C:22]=2[F:21])[CH2:5]1, predict the reactants needed to synthesize it. The reactants are: Cl.Cl.[NH2:3][C@H:4]1[C:8]2([CH2:10][CH2:9]2)[CH2:7][NH:6][CH2:5]1.C(N(CC)CC)C.F[B]F.[F:21][C:22]1[CH:23]=[C:24]2[C:29](=[C:30]([O:33][CH3:34])[C:31]=1F)[N:28]([C@@H:35]1[CH2:37][C@@H:36]1[F:38])[CH:27]=[C:26]([C:39]([OH:41])=[O:40])[C:25]2=[O:42].